This data is from Experimentally validated miRNA-target interactions with 360,000+ pairs, plus equal number of negative samples. The task is: Binary Classification. Given a miRNA mature sequence and a target amino acid sequence, predict their likelihood of interaction. The miRNA is hsa-miR-22-5p with sequence AGUUCUUCAGUGGCAAGCUUUA. The protein sequence of the target gene is MAGAGERKGKKDDNGIGTAIDFVLSNARLVLGVGGAAMLGIATLAVKRMYDRAISAPTSPTRLSHSGKRSWEEPNWMGSPRLLNRDMKTGLSRSLQTLPTDSSTFDTDTFCPPRPKPVARKGQVDLKKSRLRMSLQEKLLTYYRNRAAIPAGEQARAKQAAVDICAELRSFLRAKLPDMPLRDMYLSGSLYDDLQVVTADHIQLIVPLVLEQNLWSCIPGEDTIMNVPGFFLVRRENPEYFPRGSSYWDRCVVGGYLSPKTVADTFEKVVAGSINWPAIGSLLDYVIRPAPPPEALTLEV.... Result: 1 (interaction).